Dataset: Full USPTO retrosynthesis dataset with 1.9M reactions from patents (1976-2016). Task: Predict the reactants needed to synthesize the given product. (1) Given the product [CH3:47][O:46][C:44](=[O:45])[N:13]([CH2:12][C:11]1[CH:10]=[C:9]([C:8]([F:41])([F:7])[F:42])[CH:36]=[C:35]([C:37]([F:40])([F:39])[F:38])[CH:34]=1)[CH2:14][C:15]1[C:16]([N:25]([CH2:28][CH:29]2[CH2:33][CH2:32][CH2:31][CH2:30]2)[CH2:26][CH3:27])=[N:17][C:18]2[CH2:19][CH2:20][CH2:21][CH2:22][C:23]=2[CH:24]=1, predict the reactants needed to synthesize it. The reactants are: C(=O)([O-])[O-].[K+].[K+].[F:7][C:8]([F:42])([F:41])[C:9]1[CH:10]=[C:11]([CH:34]=[C:35]([C:37]([F:40])([F:39])[F:38])[CH:36]=1)[CH2:12][NH:13][CH2:14][C:15]1[C:16]([N:25]([CH2:28][CH:29]2[CH2:33][CH2:32][CH2:31][CH2:30]2)[CH2:26][CH3:27])=[N:17][C:18]2[CH2:19][CH2:20][CH2:21][CH2:22][C:23]=2[CH:24]=1.Cl[C:44]([O:46][CH3:47])=[O:45]. (2) The reactants are: Br[C:2]1[CH:7]=[CH:6][CH:5]=[C:4]([C:8]([CH:10]2[CH2:15][CH2:14][N:13]([C:16]([O:18][C:19]([CH3:22])([CH3:21])[CH3:20])=[O:17])[CH2:12][CH2:11]2)=[O:9])[N:3]=1.[CH3:23][NH:24][C:25](=[O:35])[C:26]1[C:31]([F:32])=[CH:30][C:29]([F:33])=[CH:28][C:27]=1[F:34].C1C=CC(P(C2C(C3C(P(C4C=CC=CC=4)C4C=CC=CC=4)=CC=C4C=3C=CC=C4)=C3C(C=CC=C3)=CC=2)C2C=CC=CC=2)=CC=1.CC(C)([O-])C.[Na+]. Given the product [F:32][C:31]1[CH:30]=[C:29]([F:33])[CH:28]=[C:27]([F:34])[C:26]=1[C:25]([N:24]([CH3:23])[C:2]1[CH:7]=[CH:6][CH:5]=[C:4]([C:8]([CH:10]2[CH2:15][CH2:14][N:13]([C:16]([O:18][C:19]([CH3:22])([CH3:21])[CH3:20])=[O:17])[CH2:12][CH2:11]2)=[O:9])[N:3]=1)=[O:35], predict the reactants needed to synthesize it. (3) Given the product [Si:37]([O:4][CH2:5][CH2:6][N:7]1[C:13]2[CH:14]=[CH:15][C:16]([Cl:18])=[CH:17][C:12]=2[C:11](=[O:19])[NH:10][CH:9]([CH2:20][C:21]2[CH:26]=[CH:25][CH:24]=[CH:23][C:22]=2[Cl:27])[C:8]1=[O:28])([C:40]([CH3:43])([CH3:42])[CH3:41])([CH3:39])[CH3:38], predict the reactants needed to synthesize it. The reactants are: C([O:4][CH2:5][CH2:6][N:7]1[C:13]2[CH:14]=[CH:15][C:16]([Cl:18])=[CH:17][C:12]=2[C:11](=[O:19])[NH:10][CH:9]([CH2:20][C:21]2[CH:26]=[CH:25][CH:24]=[CH:23][C:22]=2[Cl:27])[C:8]1=[O:28])(=O)C.[OH-].[Na+].Cl.N1C=CN=C1.[Si:37](Cl)([C:40]([CH3:43])([CH3:42])[CH3:41])([CH3:39])[CH3:38]. (4) Given the product [F:1][C:2]1[CH:9]=[CH:8][CH:7]=[CH:6][C:3]=1[CH:4]1[S:22][CH2:18][CH2:19][CH2:20][S:21]1, predict the reactants needed to synthesize it. The reactants are: [F:1][C:2]1[CH:9]=[CH:8][CH:7]=[CH:6][C:3]=1[CH:4]=O.C1C(=O)N(Br)C(=O)C1.[CH2:18]([SH:22])[CH2:19][CH2:20][SH:21]. (5) Given the product [NH2:7][C@H:8]1[CH2:13][CH2:12][C@H:11]([CH2:14][CH2:15][N:16]2[CH2:17][CH2:18][CH:19]([C:22]([C:23]3[CH:28]=[CH:27][C:26]([Cl:29])=[CH:25][C:24]=3[Cl:30])=[O:31])[CH2:20][CH2:21]2)[CH2:10][CH2:9]1, predict the reactants needed to synthesize it. The reactants are: C(OC(=O)[NH:7][C@H:8]1[CH2:13][CH2:12][C@H:11]([CH2:14][CH2:15][N:16]2[CH2:21][CH2:20][CH:19]([C:22](=[O:31])[C:23]3[CH:28]=[CH:27][C:26]([Cl:29])=[CH:25][C:24]=3[Cl:30])[CH2:18][CH2:17]2)[CH2:10][CH2:9]1)(C)(C)C.FC(F)(F)C(O)=O. (6) Given the product [NH2:8][CH:9]1[CH2:13][CH2:12][N:11]([C:14]2[N:23]=[C:22]3[C:17]([C:18](=[O:33])[C:19]([C:28]([OH:30])=[O:29])=[CH:20][NH:21]3)=[CH:16][CH:15]=2)[CH2:10]1, predict the reactants needed to synthesize it. The reactants are: C(OC([NH:8][CH:9]1[CH2:13][CH2:12][N:11]([C:14]2[N:23]=[C:22]3[C:17]([C:18](=[O:33])[C:19]([C:28]([O:30]CC)=[O:29])=[CH:20][N:21]3C(C)(C)C)=[CH:16][CH:15]=2)[CH2:10]1)=O)(C)(C)C.Cl. (7) Given the product [CH3:24][C:23]1[S:22][C:21]([C:25]2[CH:30]=[CH:29][C:28]([C:31]([F:33])([F:32])[F:34])=[CH:27][CH:26]=2)=[N:20][C:19]=1[CH2:18][O:17][C:14]1[CH:15]=[C:16]2[C:11]([CH:10]=[CH:9][N:8]2[CH2:7][C:6]([OH:35])=[O:5])=[CH:12][CH:13]=1, predict the reactants needed to synthesize it. The reactants are: C([O:5][C:6](=[O:35])[CH2:7][N:8]1[C:16]2[C:11](=[CH:12][CH:13]=[C:14]([O:17][CH2:18][C:19]3[N:20]=[C:21]([C:25]4[CH:30]=[CH:29][C:28]([C:31]([F:34])([F:33])[F:32])=[CH:27][CH:26]=4)[S:22][C:23]=3[CH3:24])[CH:15]=2)[CH:10]=[CH:9]1)(C)(C)C.[Li+].[OH-]. (8) Given the product [F:1][C:2]1[CH:7]=[CH:6][C:5]([NH:8][C:9]2[C:10]3[C:17]([CH3:18])=[C:16]([C:19]([OH:21])=[O:20])[S:15][C:11]=3[N:12]=[CH:13][N:14]=2)=[C:4]([OH:23])[CH:3]=1, predict the reactants needed to synthesize it. The reactants are: [F:1][C:2]1[CH:7]=[CH:6][C:5]([NH:8][C:9]2[C:10]3[C:17]([CH3:18])=[C:16]([C:19]([O:21]C)=[O:20])[S:15][C:11]=3[N:12]=[CH:13][N:14]=2)=[C:4]([OH:23])[CH:3]=1.[OH-].[Na+].CO.